From a dataset of Full USPTO retrosynthesis dataset with 1.9M reactions from patents (1976-2016). Predict the reactants needed to synthesize the given product. (1) Given the product [OH:1][CH2:2][C:3]1[C:16]2[C:11](=[CH:12][CH:13]=[CH:14][CH:15]=2)[C:10]([CH:17]=[N:20][CH3:19])=[C:9]2[C:4]=1[CH:5]=[CH:6][CH:7]=[CH:8]2, predict the reactants needed to synthesize it. The reactants are: [OH:1][CH2:2][C:3]1[C:16]2[C:11](=[CH:12][CH:13]=[CH:14][CH:15]=2)[C:10]([CH:17]=O)=[C:9]2[C:4]=1[CH:5]=[CH:6][CH:7]=[CH:8]2.[CH3:19][NH2:20]. (2) Given the product [CH3:1][O:2][C:3]([C:5]1[CH:13]=[C:12]2[C:8]([C:9]([CH:34]3[CH2:39][CH2:38][CH2:37][CH2:36][CH2:35]3)=[C:10]([C:14]3[C:15]([NH2:31])=[C:16]4[C:21](=[CH:22][CH:23]=3)[N:20]=[C:19]([C:24]3[S:28][C:27]([CH3:29])=[N:26][C:25]=3[CH3:30])[CH:18]=[CH:17]4)[NH:11]2)=[CH:7][CH:6]=1)=[O:4], predict the reactants needed to synthesize it. The reactants are: [CH3:1][O:2][C:3]([C:5]1[CH:13]=[C:12]2[C:8]([C:9]([CH:34]3[CH2:39][CH2:38][CH2:37][CH2:36][CH2:35]3)=[C:10]([C:14]3[C:15]([N+:31]([O-])=O)=[C:16]4[C:21](=[CH:22][CH:23]=3)[N:20]=[C:19]([C:24]3[S:28][C:27]([CH3:29])=[N:26][C:25]=3[CH3:30])[CH:18]=[CH:17]4)[NH:11]2)=[CH:7][CH:6]=1)=[O:4]. (3) Given the product [F:1][C:2]1[CH:3]=[CH:4][C:5]([O:12][CH2:13][CH2:14][C:15]2[CH:20]=[CH:19][C:18]([C:21]([F:22])([F:23])[F:24])=[CH:17][CH:16]=2)=[C:6]([CH2:7][OH:8])[CH:11]=1, predict the reactants needed to synthesize it. The reactants are: [F:1][C:2]1[CH:3]=[CH:4][C:5]([O:12][CH2:13][CH2:14][C:15]2[CH:20]=[CH:19][C:18]([C:21]([F:24])([F:23])[F:22])=[CH:17][CH:16]=2)=[C:6]([CH:11]=1)[C:7](OC)=[O:8].[H-].[Al+3].[Li+].[H-].[H-].[H-].Cl. (4) Given the product [Cl:12][C:13]1[CH:14]=[C:15]([NH:16][C:2]2[N:3]=[CH:4][CH:5]=[C:6]3[C:11]=2[N:10]=[CH:9][CH:8]=[CH:7]3)[CH:17]=[CH:18][CH:19]=1, predict the reactants needed to synthesize it. The reactants are: Cl[C:2]1[N:3]=[CH:4][CH:5]=[C:6]2[C:11]=1[N:10]=[CH:9][CH:8]=[CH:7]2.[Cl:12][C:13]1[CH:14]=[C:15]([CH:17]=[CH:18][CH:19]=1)[NH2:16]. (5) Given the product [Cl:53][C:50]1[CH:51]=[CH:52][C:47]([NH:46][C:44]([C:37]2[CH:36]=[N:35][C:34]([O:21][CH2:22][C:23]([F:26])([F:25])[F:24])=[CH:39][C:38]=2[C:40]([F:43])([F:42])[F:41])=[O:45])=[CH:48][C:49]=1[C:54](=[O:59])[NH:55][CH:56]1[CH2:58][CH2:57]1, predict the reactants needed to synthesize it. The reactants are: ClC1C=CC(NC(C2C(C(F)(F)F)=CC([O:21][CH2:22][C:23]([F:26])([F:25])[F:24])=CN=2)=O)=CC=1C(=O)NC1CC1.Cl[C:34]1[CH:39]=[C:38]([C:40]([F:43])([F:42])[F:41])[C:37]([C:44]([NH:46][C:47]2[CH:52]=[CH:51][C:50]([Cl:53])=[C:49]([C:54](=[O:59])[NH:55][CH:56]3[CH2:58][CH2:57]3)[CH:48]=2)=[O:45])=[CH:36][N:35]=1.FC(F)(F)CO. (6) Given the product [CH:15]([C:11]1([OH:14])[CH2:12][CH2:13][NH:8][CH2:9][CH2:10]1)([CH3:17])[CH3:16], predict the reactants needed to synthesize it. The reactants are: C([N:8]1[CH2:13][CH2:12][C:11]([CH:15]([CH3:17])[CH3:16])([OH:14])[CH2:10][CH2:9]1)C1C=CC=CC=1.CCOC(C)=O.CO.N. (7) Given the product [Si:1]([O:8][Si:1]([C:4]([CH3:5])([CH3:6])[CH3:7])([CH3:2])[CH3:3])([C:4]([CH3:7])([CH3:6])[CH3:5])([CH3:3])[CH3:2].[Cl:59][C:51]1[C:52]([F:58])=[CH:53][CH:54]=[C:55]([O:56][CH3:57])[C:50]=1[CH:29]([C:28]1[C:22]2[C:23](=[N:24][CH:25]=[C:20]([C:18]3[CH:17]=[N:16][N:15]([C@H:12]4[CH2:13][CH2:14][C@H:9]([OH:8])[CH2:10][CH2:11]4)[CH:19]=3)[CH:21]=2)[NH:26][CH:27]=1)[CH2:30][F:49], predict the reactants needed to synthesize it. The reactants are: [Si:1]([O:8][C@H:9]1[CH2:14][CH2:13][C@H:12]([N:15]2[CH:19]=[C:18]([C:20]3[CH:21]=[C:22]4[C:28]([CH:29]([C:50]5[C:55]([O:56][CH3:57])=[CH:54][CH:53]=[C:52]([F:58])[C:51]=5[Cl:59])[C:30]([F:49])(S(C5C=CC=CC=5)(=O)=O)S(C5C=CC=CC=5)(=O)=O)=[CH:27][NH:26][C:23]4=[N:24][CH:25]=3)[CH:17]=[N:16]2)[CH2:11][CH2:10]1)([C:4]([CH3:7])([CH3:6])[CH3:5])([CH3:3])[CH3:2].P([O-])([O-])(O)=O.[Na+].[Na+].C(Cl)Cl. (8) Given the product [Cl:2][C:3]1[CH:4]=[N:5][CH:6]=[CH:7][C:8]=1[C:9]1[N:23]=[C:21]([NH:20][C:16]2[CH:17]=[CH:18][CH:19]=[C:14]([CH3:13])[CH:15]=2)[S:22][CH:10]=1, predict the reactants needed to synthesize it. The reactants are: Br.[Cl:2][C:3]1[C:4](Br)=[N:5][CH:6]=[CH:7][C:8]=1[C:9](=O)[CH3:10].[CH3:13][C:14]1[CH:15]=[C:16]([NH:20][C:21]([NH2:23])=[S:22])[CH:17]=[CH:18][CH:19]=1.N. (9) Given the product [C:13]1([CH:12]([O:8][C:5]2[CH:6]=[CH:7][C:2]([Br:1])=[CH:3][CH:4]=2)[O:8][C:5]2[CH:6]=[CH:7][C:2]([Br:1])=[CH:3][CH:4]=2)[CH:18]=[CH:17][CH:16]=[CH:15][CH:14]=1, predict the reactants needed to synthesize it. The reactants are: [Br:1][C:2]1[CH:7]=[CH:6][C:5]([OH:8])=[CH:4][CH:3]=1.[H-].[Na+].Cl[CH:12](Cl)[C:13]1[CH:18]=[CH:17][CH:16]=[CH:15][CH:14]=1. (10) Given the product [C:19]1([O:32][C:29](=[O:30])[NH:6][C@H:5]([C:4]2[C:13]([F:16])=[CH:14][CH:15]=[C:2]([Cl:1])[C:3]=2[F:17])[CH2:42][CH:43]=[O:44])[CH:20]=[CH:21][CH:24]=[CH:25][CH:26]=1, predict the reactants needed to synthesize it. The reactants are: [Cl:1][C:2]1[C:3]([F:17])=[C:4]([C:13]([F:16])=[CH:14][CH:15]=1)/[CH:5]=[N:6]/[S@](C(C)(C)C)=O.Cl[C:19]1[C:20](F)=[C:21]([C:24](F)=[CH:25][CH:26]=1)C=O.[C:29]([O-:32])([O-])=[O:30].[Cs+].[Cs+].CC([S@@](N)=O)(C)C.[CH3:42][CH2:43][O:44]C(C)=O.